This data is from Reaction yield outcomes from USPTO patents with 853,638 reactions. The task is: Predict the reaction yield, written as a fraction of the theoretical maximum amount of product (1.0 means a 100% yield; for example, 0.34 means a 34% yield). The reactants are CC(C)([O-])C.[Na+].[NH+]1C=CNC=1.[C:12]1([NH:18][C:19]2[CH:24]=[CH:23][CH:22]=[CH:21][CH:20]=2)[CH:17]=[CH:16][CH:15]=[CH:14][CH:13]=1.Br[C:26]1[CH:31]=[CH:30][CH:29]=[CH:28][CH:27]=1. The catalyst is C([O-])(=O)C.[Pd+2].C([O-])(=O)C.C(Cl)Cl.C1(C)C=CC=CC=1. The product is [C:19]1([N:18]([C:26]2[CH:31]=[CH:30][CH:29]=[CH:28][CH:27]=2)[C:12]2[CH:13]=[CH:14][CH:15]=[CH:16][CH:17]=2)[CH:20]=[CH:21][CH:22]=[CH:23][CH:24]=1. The yield is 0.690.